From a dataset of Forward reaction prediction with 1.9M reactions from USPTO patents (1976-2016). Predict the product of the given reaction. (1) Given the reactants N1CCCC1.[CH3:6][C:7]1[CH:22]=[CH:21][CH:20]=[CH:19][C:8]=1[CH2:9][S:10][C:11]1[CH:18]=[CH:17][C:14]([CH:15]=O)=[CH:13][CH:12]=1.[CH3:23][C:24]1([CH3:32])[O:31][C:29](=[O:30])[CH2:28][C:26](=[O:27])[O:25]1.C1(C)C=CC(S(O)(=O)=O)=CC=1, predict the reaction product. The product is: [CH3:23][C:24]1([CH3:32])[O:31][C:29](=[O:30])[C:28](=[CH:15][C:14]2[CH:17]=[CH:18][C:11]([S:10][CH2:9][C:8]3[CH:19]=[CH:20][CH:21]=[CH:22][C:7]=3[CH3:6])=[CH:12][CH:13]=2)[C:26](=[O:27])[O:25]1. (2) Given the reactants Br[C:2]1[CH:3]=[C:4]([C:8]#[N:9])[CH:5]=[N:6][CH:7]=1.[B:10]1([B:10]2[O:14][C:13]([CH3:16])([CH3:15])[C:12]([CH3:18])([CH3:17])[O:11]2)[O:14][C:13]([CH3:16])([CH3:15])[C:12]([CH3:18])([CH3:17])[O:11]1.C1(P(C2CCCCC2)C2CCCCC2)CCCCC1.C([O-])(=O)C.[K+], predict the reaction product. The product is: [C:8]([C:4]1[CH:5]=[N:6][CH:7]=[C:2]([B:10]2[O:14][C:13]([CH3:16])([CH3:15])[C:12]([CH3:18])([CH3:17])[O:11]2)[CH:3]=1)#[N:9]. (3) The product is: [OH:22][C:2]1[CH:1]=[C:6]([CH:5]=[CH:4][C:3]=1[OH:19])[C:7]1[C:16](=[O:17])[C:15]2[C:10](=[CH:11][C:12]([OH:18])=[CH:13][CH:14]=2)[O:9][CH:8]=1. Given the reactants [CH:1]1[C:6]([C:7]2[C:16](=[O:17])[C:15]3[CH:14]=[CH:13][C:12]([OH:18])=[CH:11][C:10]=3[O:9][CH:8]=2)=[CH:5][CH:4]=[C:3]([OH:19])[CH:2]=1.C([OH:22])C, predict the reaction product. (4) Given the reactants [C:1]([C:4]1[N:5]=[C:6]2[C:12]3[CH:13]=[C:14]([C:18]#[C:19][C:20]([OH:23])([CH3:22])[CH3:21])[C:15]([F:17])=[CH:16][C:11]=3[O:10][CH2:9][CH2:8][N:7]2[C:24]=1[C:25]([OH:27])=O)(=[O:3])[NH2:2].[O:28]1[CH2:33][CH2:32][CH:31]([CH2:34][NH2:35])[CH2:30][CH2:29]1, predict the reaction product. The product is: [F:17][C:15]1[C:14]([C:18]#[C:19][C:20]([OH:23])([CH3:21])[CH3:22])=[CH:13][C:12]2[C:6]3[N:7]([C:24]([C:25]([NH:35][CH2:34][CH:31]4[CH2:32][CH2:33][O:28][CH2:29][CH2:30]4)=[O:27])=[C:4]([C:1]([NH2:2])=[O:3])[N:5]=3)[CH2:8][CH2:9][O:10][C:11]=2[CH:16]=1. (5) Given the reactants [CH:1]1[N:2]=[CH:3][N:4]2[CH2:9][CH2:8][CH2:7][C:6](=O)[C:5]=12.I[C:12]1[CH:17]=[CH:16][N:15]=[CH:14][CH:13]=1, predict the reaction product. The product is: [N:15]1[CH:16]=[CH:17][C:12]([CH:6]2[CH2:7][CH2:8][CH2:9][N:4]3[CH:3]=[N:2][CH:1]=[C:5]23)=[CH:13][CH:14]=1. (6) Given the reactants C([O:9][C:10](=[CH:15][C:16]1[CH:24]=[C:23]([CH3:25])[C:22]2[C:18](=[CH:19][N:20]([CH2:26][O:27][CH2:28][CH2:29][Si:30]([CH3:33])([CH3:32])[CH3:31])[N:21]=2)[CH:17]=1)[C:11]([O:13]C)=[O:12])(=O)C1C=CC=CC=1.CO.[H][H].O.[OH-].[Li+], predict the reaction product. The product is: [OH:9][CH:10]([CH2:15][C:16]1[CH:24]=[C:23]([CH3:25])[C:22]2[C:18](=[CH:19][N:20]([CH2:26][O:27][CH2:28][CH2:29][Si:30]([CH3:32])([CH3:31])[CH3:33])[N:21]=2)[CH:17]=1)[C:11]([OH:13])=[O:12]. (7) The product is: [CH2:12]([S:14][CH2:2][N:3]1[C:7]([CH3:8])=[CH:6][C:5]([N+:9]([O-:11])=[O:10])=[N:4]1)[CH3:13]. Given the reactants Cl[CH2:2][N:3]1[C:7]([CH3:8])=[CH:6][C:5]([N+:9]([O-:11])=[O:10])=[N:4]1.[CH2:12]([S-:14])[CH3:13].[Na+], predict the reaction product. (8) Given the reactants C([Li])CCC.CC1(C)CCCC(C)(C)N1.[Cl:16][C:17]1[CH:22]=[CH:21][CH:20]=[C:19]([O:23][CH2:24][O:25][CH3:26])[CH:18]=1.[C:27](=[O:29])=[O:28], predict the reaction product. The product is: [Cl:16][C:17]1[CH:22]=[CH:21][CH:20]=[C:19]([O:23][CH2:24][O:25][CH3:26])[C:18]=1[C:27]([OH:29])=[O:28]. (9) The product is: [F:12][CH2:11][CH2:10][NH:9][C:7]1[N:6]([C:13]([O:15][CH2:16][CH:17]([CH3:19])[CH3:18])=[O:14])[C:5]2[CH:20]=[CH:21][C:2]([C:37]3[CH:38]=[CH:39][C:33]4[O:32][CH2:31][CH2:30][N:29]([C:27]([O:26][C:23]([CH3:24])([CH3:22])[CH3:25])=[O:28])[CH2:35][C:34]=4[CH:36]=3)=[CH:3][C:4]=2[N:8]=1. Given the reactants Br[C:2]1[CH:21]=[CH:20][C:5]2[N:6]([C:13]([O:15][CH2:16][CH:17]([CH3:19])[CH3:18])=[O:14])[C:7]([NH:9][CH2:10][CH2:11][F:12])=[N:8][C:4]=2[CH:3]=1.[CH3:22][C:23]([O:26][C:27]([N:29]1[CH2:35][C:34]2[CH:36]=[C:37](B(O)O)[CH:38]=[CH:39][C:33]=2[O:32][CH2:31][CH2:30]1)=[O:28])([CH3:25])[CH3:24].CCN(C(C)C)C(C)C.ClC(OCC(C)C)=O, predict the reaction product.